The task is: Predict the product of the given reaction.. This data is from Forward reaction prediction with 1.9M reactions from USPTO patents (1976-2016). The product is: [F:14][C:13]1[C:4]([C:2]#[N:3])=[CH:5][C:6]2[S:10][C:9]([S:11][CH3:17])=[N:8][C:7]=2[CH:12]=1. Given the reactants [K+].[C:2]([C:4]1[C:13]([F:14])=[CH:12][C:7]2[N:8]=[C:9]([S-:11])[S:10][C:6]=2[CH:5]=1)#[N:3].[K].S[C:17]1SC2C(N=1)=NC=C(C(OCC)=O)C=2, predict the reaction product.